Task: Predict the reactants needed to synthesize the given product.. Dataset: Full USPTO retrosynthesis dataset with 1.9M reactions from patents (1976-2016) (1) Given the product [F:31][C:28]1[CH:29]=[CH:30][C:25]([CH2:24][C:23]([N:13]2[CH2:14][CH:15]([N:17]3[CH2:22][CH2:21][O:20][CH2:19][CH2:18]3)[CH2:16][NH:12]2)=[O:32])=[CH:26][CH:27]=1, predict the reactants needed to synthesize it. The reactants are: Cl.C(OC([N:12]1[CH2:16][CH:15]([N:17]2[CH2:22][CH2:21][O:20][CH2:19][CH2:18]2)[CH2:14][N:13]1[C:23](=[O:32])[CH2:24][C:25]1[CH:30]=[CH:29][C:28]([F:31])=[CH:27][CH:26]=1)=O)C1C=CC=CC=1. (2) Given the product [C:37]1([CH3:40])[CH:36]=[CH:35][C:34]([S:31]([NH:30][C:5]2[CH:6]=[CH:7][C:8]([O:10][C:11]3[CH:16]=[CH:15][C:14]([NH:17][S:18]([C:21]4[CH:22]=[CH:23][C:24]([CH3:27])=[CH:25][CH:26]=4)(=[O:19])=[O:20])=[C:13]([CH:28]=[CH2:29])[CH:12]=3)=[CH:9][C:4]=2[C:3]([OH:41])=[O:2])(=[O:32])=[O:33])=[CH:39][CH:38]=1, predict the reactants needed to synthesize it. The reactants are: C[O:2][C:3](=[O:41])[C:4]1[CH:9]=[C:8]([O:10][C:11]2[CH:16]=[CH:15][C:14]([NH:17][S:18]([C:21]3[CH:26]=[CH:25][C:24]([CH3:27])=[CH:23][CH:22]=3)(=[O:20])=[O:19])=[C:13]([CH:28]=[CH2:29])[CH:12]=2)[CH:7]=[CH:6][C:5]=1[NH:30][S:31]([C:34]1[CH:39]=[CH:38][C:37]([CH3:40])=[CH:36][CH:35]=1)(=[O:33])=[O:32].[Li+].[OH-].O.Cl. (3) Given the product [CH2:15]([N:14]1[C:7]2[C:8](=[N:9][CH:10]=[CH:11][C:6]=2[CH2:5][OH:4])[N:12]([C:18]2[CH:23]=[CH:22][C:21]([O:24][C:13]3[N:12]([CH3:18])[C:8]4=[N:9][CH:10]=[CH:11][CH:6]=[C:7]4[N:27]=3)=[CH:20][CH:19]=2)[C:13]1=[O:17])[CH3:16], predict the reactants needed to synthesize it. The reactants are: C([O:4][CH2:5][C:6]1[CH:11]=[CH:10][N:9]=[C:8]2[N:12]([C:18]3[CH:23]=[CH:22][C:21]([OH:24])=[CH:20][CH:19]=3)[C:13](=[O:17])[N:14]([CH2:15][CH3:16])[C:7]=12)(=O)C.[OH-].[Na+].[NH4+:27].[Cl-]. (4) Given the product [F:32][C:26]1[CH:27]=[CH:28][CH:29]=[C:30]([F:31])[C:25]=1[NH:24][C:22](=[O:23])[C:21]1[CH:33]=[C:17]([C:9]2[N:10]=[C:11]3[CH:16]=[CH:15][CH:14]=[CH:13][N:12]3[C:8]=2[C:6]2[CH:5]=[CH:4][N:3]=[C:2]([NH:44][C:43]3[CH:45]=[C:39]([CH2:37][CH3:38])[C:40]([N:48]4[CH2:49][CH2:50][CH:51]([N:54]5[CH2:55][CH2:56][N:57]([S:60]([CH3:63])(=[O:62])=[O:61])[CH2:58][CH2:59]5)[CH2:52][CH2:53]4)=[CH:41][C:42]=3[O:46][CH3:47])[N:7]=2)[CH:18]=[CH:19][C:20]=1[O:34][CH2:35][CH3:36], predict the reactants needed to synthesize it. The reactants are: Cl[C:2]1[N:7]=[C:6]([C:8]2[N:12]3[CH:13]=[CH:14][CH:15]=[CH:16][C:11]3=[N:10][C:9]=2[C:17]2[CH:18]=[CH:19][C:20]([O:34][CH2:35][CH3:36])=[C:21]([CH:33]=2)[C:22]([NH:24][C:25]2[C:30]([F:31])=[CH:29][CH:28]=[CH:27][C:26]=2[F:32])=[O:23])[CH:5]=[CH:4][N:3]=1.[CH2:37]([C:39]1[C:40]([N:48]2[CH2:53][CH2:52][CH:51]([N:54]3[CH2:59][CH2:58][N:57]([S:60]([CH3:63])(=[O:62])=[O:61])[CH2:56][CH2:55]3)[CH2:50][CH2:49]2)=[CH:41][C:42]([O:46][CH3:47])=[C:43]([CH:45]=1)[NH2:44])[CH3:38].Cl. (5) The reactants are: [OH-].[Na+].[CH2:3]([O:10][C:11]1[CH:16]=[C:15](/[CH:17]=[CH:18]/[C:19]([O:21]C)=[O:20])[CH:14]=[CH:13][C:12]=1[C:23]1[CH:28]=[CH:27][CH:26]=[C:25]([N:29]([CH3:40])[C:30]([NH:32][CH2:33][CH2:34][CH2:35][CH2:36][CH2:37][CH2:38][CH3:39])=[O:31])[CH:24]=1)[C:4]1[CH:9]=[CH:8][CH:7]=[CH:6][CH:5]=1. Given the product [CH2:3]([O:10][C:11]1[CH:16]=[C:15](/[CH:17]=[CH:18]/[C:19]([OH:21])=[O:20])[CH:14]=[CH:13][C:12]=1[C:23]1[CH:28]=[CH:27][CH:26]=[C:25]([N:29]([CH3:40])[C:30]([NH:32][CH2:33][CH2:34][CH2:35][CH2:36][CH2:37][CH2:38][CH3:39])=[O:31])[CH:24]=1)[C:4]1[CH:9]=[CH:8][CH:7]=[CH:6][CH:5]=1, predict the reactants needed to synthesize it. (6) Given the product [Br:1][C:2]1[CH:7]=[CH:6][CH:5]=[CH:4][C:3]=1[NH:8][C:9](=[O:25])[NH:10][C:11]1[C:12]([O:23][CH3:24])=[N:13][C:14]([CH2:17][C:18]([OH:20])=[O:19])=[CH:15][CH:16]=1, predict the reactants needed to synthesize it. The reactants are: [Br:1][C:2]1[CH:7]=[CH:6][CH:5]=[CH:4][C:3]=1[NH:8][C:9](=[O:25])[NH:10][C:11]1[C:12]([O:23][CH3:24])=[N:13][C:14]([CH2:17][C:18]([O:20]CC)=[O:19])=[CH:15][CH:16]=1.[OH-].[Na+].Cl. (7) Given the product [Cl:1][C:2]1[CH:3]=[CH:4][C:5]([S:8]([NH:11][C@H:12]2[CH2:16][CH2:15][N:14]([C:17]3[N:22]4[N:23]=[CH:24][CH:25]=[C:21]4[N:20]=[C:19]([CH3:26])[C:18]=3[CH:27]([CH2:33][CH2:34][CH3:35])[C:28]([OH:30])=[O:29])[CH2:13]2)(=[O:9])=[O:10])=[CH:6][CH:7]=1, predict the reactants needed to synthesize it. The reactants are: [Cl:1][C:2]1[CH:7]=[CH:6][C:5]([S:8]([NH:11][C@H:12]2[CH2:16][CH2:15][N:14]([C:17]3[N:22]4[N:23]=[CH:24][CH:25]=[C:21]4[N:20]=[C:19]([CH3:26])[C:18]=3[CH:27]([CH2:33][CH2:34][CH3:35])[C:28]([O:30]CC)=[O:29])[CH2:13]2)(=[O:10])=[O:9])=[CH:4][CH:3]=1.[OH-].[Na+]. (8) The reactants are: [Si:1]([O:8][CH2:9][C:10]1[CH:11]=[CH:12][C:13]([O:28][CH3:29])=[C:14]([C:16]2(O)[C:24]3[C:19](=[CH:20][CH:21]=[C:22]([Cl:25])[CH:23]=3)[NH:18][C:17]2=[O:26])[CH:15]=1)([C:4]([CH3:7])([CH3:6])[CH3:5])([CH3:3])[CH3:2].FC(F)(F)C(O)=O.[OH:37][C@H:38]1[CH2:42][NH:41][C@H:40]([C:43]([N:45]([CH3:47])[CH3:46])=[O:44])[CH2:39]1. Given the product [Si:1]([O:8][CH2:9][C:10]1[CH:11]=[CH:12][C:13]([O:28][CH3:29])=[C:14]([C:16]2([N:41]3[CH2:42][C@H:38]([OH:37])[CH2:39][C@H:40]3[C:43]([N:45]([CH3:47])[CH3:46])=[O:44])[C:24]3[C:19](=[CH:20][CH:21]=[C:22]([Cl:25])[CH:23]=3)[NH:18][C:17]2=[O:26])[CH:15]=1)([C:4]([CH3:5])([CH3:6])[CH3:7])([CH3:3])[CH3:2], predict the reactants needed to synthesize it. (9) Given the product [CH3:1][O:2][CH2:3][C:4]1[NH:5][C:6]([C:10]2[C:11]([CH3:20])=[CH:12][C:13]([CH3:19])=[C:14]([CH:18]=2)[C:15]([N:44]2[CH2:49][CH2:48][CH:47]([C:50]3[CH:57]=[CH:56][C:53]([C:54]#[N:55])=[CH:52][CH:51]=3)[CH2:46][CH2:45]2)=[O:17])=[C:7]([CH3:9])[N:8]=1, predict the reactants needed to synthesize it. The reactants are: [CH3:1][O:2][CH2:3][C:4]1[NH:5][C:6]([C:10]2[C:11]([CH3:20])=[CH:12][C:13]([CH3:19])=[C:14]([CH:18]=2)[C:15]([OH:17])=O)=[C:7]([CH3:9])[N:8]=1.CCN=C=NCCCN(C)C.Cl.C1C=CC2N(O)N=NC=2C=1.Cl.[NH:44]1[CH2:49][CH2:48][CH:47]([C:50]2[CH:57]=[CH:56][C:53]([C:54]#[N:55])=[CH:52][CH:51]=2)[CH2:46][CH2:45]1. (10) Given the product [F:1][C:2]1[CH:10]=[C:9]2[C:5]([C:6]([I:13])=[N:7][NH:8]2)=[CH:4][CH:3]=1, predict the reactants needed to synthesize it. The reactants are: [F:1][C:2]1[CH:10]=[C:9]2[C:5]([CH:6]=[N:7][NH:8]2)=[CH:4][CH:3]=1.[OH-].[K+].[I:13]I.